Dataset: Forward reaction prediction with 1.9M reactions from USPTO patents (1976-2016). Task: Predict the product of the given reaction. (1) Given the reactants Cl[C:2]1[N:7]=[C:6]([CH3:8])[C:5]([CH:9]=[O:10])=[CH:4][CH:3]=1.[CH3:11][O:12][C:13](=[O:22])[CH2:14][C:15]1[CH:20]=[CH:19][CH:18]=[C:17]([OH:21])[CH:16]=1.C([O-])([O-])=O.[K+].[K+], predict the reaction product. The product is: [CH3:11][O:12][C:13](=[O:22])[CH2:14][C:15]1[CH:20]=[CH:19][CH:18]=[C:17]([O:21][C:2]2[CH:3]=[CH:4][C:5]([CH:9]=[O:10])=[C:6]([CH3:8])[N:7]=2)[CH:16]=1. (2) Given the reactants Cl[C:2]1[CH:3]=[CH:4][C:5]([N+:9]([O-:11])=[O:10])=[C:6]([NH2:8])[CH:7]=1.[CH3:12][C@H:13]1[O:18][C@@H:17]([CH3:19])[CH2:16][NH:15][CH2:14]1.C([O-])([O-])=O.[K+].[K+].O, predict the reaction product. The product is: [CH3:19][C@H:17]1[O:18][C@@H:13]([CH3:12])[CH2:14][N:15]([C:2]2[CH:3]=[CH:4][C:5]([N+:9]([O-:11])=[O:10])=[C:6]([NH2:8])[CH:7]=2)[CH2:16]1. (3) Given the reactants C([C@@H]1COCC[N:4]1[C:9]1[N:14]=[C:13]([NH:15][CH3:16])[N:12]=[C:11]([C:17]2[CH:24]=[C:23](F)[C:20]([C:21]#[N:22])=[C:19](F)[CH:18]=2)[CH:10]=1)C.[CH3:27][NH2:28].[CH2:29]1[CH2:33][O:32][CH2:31][CH2:30]1.[NH2:34][NH2:35].CCN([CH:42]([CH3:44])C)C(C)C, predict the reaction product. The product is: [CH2:42]([C@@H:30]1[CH2:31][O:32][CH2:33][CH2:29][N:4]1[C:9]1[N:14]=[C:13]([NH:15][CH3:16])[N:12]=[C:11]([C:17]2[CH:18]=[C:19]([NH:28][CH3:27])[C:20]3[C:21]([NH2:22])=[N:34][NH:35][C:23]=3[CH:24]=2)[CH:10]=1)[CH3:44]. (4) The product is: [NH2:14][C:15]1[C:16]2[CH:28]=[C:27]([CH:29]=[O:30])[S:26][C:17]=2[N:18]=[C:19]([C:21]2[O:22][C:23]([Cl:8])=[CH:24][CH:25]=2)[N:20]=1. Given the reactants C1C(=O)N([Cl:8])C(=O)C1.C1COCC1.[NH2:14][C:15]1[C:16]2[CH:28]=[C:27]([CH:29]=[O:30])[S:26][C:17]=2[N:18]=[C:19]([C:21]2[O:22][CH:23]=[CH:24][CH:25]=2)[N:20]=1, predict the reaction product. (5) Given the reactants [F:1][C:2]1[CH:23]=[CH:22][CH:21]=[C:20]([F:24])[C:3]=1[C:4]([NH:6][C:7]1[C:8]([CH:18]=[O:19])=[N:9][N:10]([CH:12]2[CH2:17][CH2:16][CH2:15][CH2:14][O:13]2)[CH:11]=1)=[O:5].[CH3:25][Mg]Br, predict the reaction product. The product is: [F:1][C:2]1[CH:23]=[CH:22][CH:21]=[C:20]([F:24])[C:3]=1[C:4]([NH:6][C:7]1[C:8]([CH:18]([OH:19])[CH3:25])=[N:9][N:10]([CH:12]2[CH2:17][CH2:16][CH2:15][CH2:14][O:13]2)[CH:11]=1)=[O:5].